From a dataset of Reaction yield outcomes from USPTO patents with 853,638 reactions. Predict the reaction yield, written as a fraction of the theoretical maximum amount of product (1.0 means a 100% yield; for example, 0.34 means a 34% yield). (1) The reactants are [NH2:1][C:2]1[C:10]([Cl:11])=[CH:9][CH:8]=[CH:7][C:3]=1[C:4]([OH:6])=[O:5].Cl[C:13](Cl)([O:15]C(=O)OC(Cl)(Cl)Cl)Cl. The catalyst is C(#N)C.ClCCl.O.N1C=CC=CC=1. The product is [Cl:11][C:10]1[C:2]2[NH:1][C:13](=[O:15])[O:5][C:4](=[O:6])[C:3]=2[CH:7]=[CH:8][CH:9]=1. The yield is 0.730. (2) The reactants are BrC1C2[C:9]([NH:11][CH:12]3[CH2:17][CH2:16][CH:15]([NH2:18])[CH2:14][CH2:13]3)=NC=NC=2SC=1C.[CH:20](O)=O. No catalyst specified. The product is [CH3:20][N:11]([CH3:9])[CH:12]1[CH2:13][CH2:14][CH:15]([NH2:18])[CH2:16][CH2:17]1. The yield is 0.800. (3) The product is [CH3:1][O:2][C:3]1[CH:8]=[CH:7][C:6]([CH:9]2[CH2:14][CH2:13][O:12][CH2:11][CH2:10]2)=[CH:5][C:4]=1[NH2:15]. The reactants are [CH3:1][O:2][C:3]1[CH:8]=[CH:7][C:6]([C:9]2[CH2:10][CH2:11][O:12][CH2:13][CH:14]=2)=[CH:5][C:4]=1[N+:15]([O-])=O. The catalyst is CO.ClCCl.[Pd]. The yield is 0.950. (4) The reactants are [OH:1][C:2]1[N:10]=[CH:9][CH:8]=[CH:7][C:3]=1[C:4](O)=[O:5].C(Cl)(=O)C([Cl:14])=O.CN(C=O)C. The catalyst is ClCCl. The product is [O:1]=[C:2]1[C:3]([C:4]([Cl:14])=[O:5])=[CH:7][CH:8]=[CH:9][NH:10]1. The yield is 1.00. (5) The reactants are [Br:1][C:2]1[CH:7]=[CH:6][C:5]([C:8]([CH3:13])([CH2:11][OH:12])[C:9]#[N:10])=[CH:4][CH:3]=1.[C:14]1([CH3:24])[CH:19]=[CH:18][C:17]([S:20](Cl)(=[O:22])=[O:21])=[CH:16][CH:15]=1. The catalyst is N1C=CC=CC=1.C(OCC)(=O)C. The product is [Br:1][C:2]1[CH:3]=[CH:4][C:5]([C:8]([C:9]#[N:10])([CH3:13])[CH2:11][O:12][S:20]([C:17]2[CH:18]=[CH:19][C:14]([CH3:24])=[CH:15][CH:16]=2)(=[O:22])=[O:21])=[CH:6][CH:7]=1. The yield is 0.730.